Dataset: Full USPTO retrosynthesis dataset with 1.9M reactions from patents (1976-2016). Task: Predict the reactants needed to synthesize the given product. Given the product [CH3:46][CH:33]([CH2:34][O:35]/[N:36]=[C:37](/[C:39]1[CH:44]=[CH:43][CH:42]=[C:41]([CH3:45])[N:40]=1)\[CH3:38])[CH2:32][C:30]1[N:31]=[C:26]([C:24](=[O:23])[CH3:25])[CH:27]=[CH:28][CH:29]=1, predict the reactants needed to synthesize it. The reactants are: CC(OI1(OC(C)=O)(OC(C)=O)OC(=O)C2C1=CC=CC=2)=O.[OH:23][CH:24]([C:26]1[N:31]=[C:30]([CH2:32][CH:33]([CH3:46])[CH2:34][O:35]/[N:36]=[C:37](/[C:39]2[CH:44]=[CH:43][CH:42]=[C:41]([CH3:45])[N:40]=2)\[CH3:38])[CH:29]=[CH:28][CH:27]=1)[CH3:25].C(=O)([O-])O.[Na+].S([O-])([O-])(=O)=S.[Na+].[Na+].